This data is from Forward reaction prediction with 1.9M reactions from USPTO patents (1976-2016). The task is: Predict the product of the given reaction. (1) Given the reactants [CH3:1][C:2]1[N:7]=[C:6]([C:8]([O:10]C)=[O:9])[C:5]([C:12]2[O:16][N:15]=[C:14]([CH3:17])[CH:13]=2)=[CH:4][CH:3]=1.[Li+:18].[OH-], predict the reaction product. The product is: [Li+:18].[CH3:1][C:2]1[N:7]=[C:6]([C:8]([O-:10])=[O:9])[C:5]([C:12]2[O:16][N:15]=[C:14]([CH3:17])[CH:13]=2)=[CH:4][CH:3]=1. (2) Given the reactants [CH3:1][C:2]1[C:3]([N:9]2[CH2:14][CH2:13][N:12]([C:15]([C:17]3[C:18]([CH3:30])=[CH:19][C:20]([N:23]4[CH2:27][CH2:26][N:25]([CH3:28])[C:24]4=[O:29])=[N:21][CH:22]=3)=[O:16])[CH2:11][CH2:10]2)=[N:4][CH:5]=[C:6]([CH3:8])[CH:7]=1.[ClH:31].C(OCC)(=O)C, predict the reaction product. The product is: [ClH:31].[ClH:31].[CH3:1][C:2]1[C:3]([N:9]2[CH2:10][CH2:11][N:12]([C:15]([C:17]3[C:18]([CH3:30])=[CH:19][C:20]([N:23]4[CH2:27][CH2:26][N:25]([CH3:28])[C:24]4=[O:29])=[N:21][CH:22]=3)=[O:16])[CH2:13][CH2:14]2)=[N:4][CH:5]=[C:6]([CH3:8])[CH:7]=1.